This data is from NCI-60 drug combinations with 297,098 pairs across 59 cell lines. The task is: Regression. Given two drug SMILES strings and cell line genomic features, predict the synergy score measuring deviation from expected non-interaction effect. Drug 1: CC1=C(C=C(C=C1)NC(=O)C2=CC=C(C=C2)CN3CCN(CC3)C)NC4=NC=CC(=N4)C5=CN=CC=C5. Drug 2: CNC(=O)C1=NC=CC(=C1)OC2=CC=C(C=C2)NC(=O)NC3=CC(=C(C=C3)Cl)C(F)(F)F. Cell line: IGROV1. Synergy scores: CSS=-4.36, Synergy_ZIP=0.957, Synergy_Bliss=-0.882, Synergy_Loewe=-2.73, Synergy_HSA=-3.07.